Dataset: Forward reaction prediction with 1.9M reactions from USPTO patents (1976-2016). Task: Predict the product of the given reaction. (1) Given the reactants [F:1][C:2]1[CH:7]=[CH:6][C:5]([F:8])=[CH:4][C:3]=1[CH:9](O)[C:10]1[CH:11]=[N:12][CH:13]=[CH:14][CH:15]=1.[Cl:17][C:18]1[CH:23]=[CH:22][C:21]([SH:24])=[CH:20][CH:19]=1.C(=O)([O-])[O-].[K+].[K+].C(OCC)C, predict the reaction product. The product is: [Cl:17][C:18]1[CH:23]=[CH:22][C:21]([S:24][CH:9]([C:3]2[CH:4]=[C:5]([F:8])[CH:6]=[CH:7][C:2]=2[F:1])[C:10]2[CH:11]=[N:12][CH:13]=[CH:14][CH:15]=2)=[CH:20][CH:19]=1. (2) The product is: [Cl:41][C:38]1[CH:37]=[CH:36][C:35]([CH2:34][C:29]2[CH:28]=[C:27]([C:12]([C@@H:3]3[O:4][C@H:5]4[O:6][C:7]([CH3:10])([CH3:11])[O:8][C@H:9]4[C@@H:2]3[OH:1])=[O:13])[CH:32]=[CH:31][C:30]=2[CH3:33])=[CH:40][CH:39]=1. Given the reactants [OH:1][C@H:2]1[C@H:9]2[C@H:5]([O:6][C:7]([CH3:11])([CH3:10])[O:8]2)[O:4][C@H:3]1[C:12](N1CCOCC1)=[O:13].C([Mg]Cl)(C)(C)C.Br[C:27]1[CH:32]=[CH:31][C:30]([CH3:33])=[C:29]([CH2:34][C:35]2[CH:40]=[CH:39][C:38]([Cl:41])=[CH:37][CH:36]=2)[CH:28]=1.C([Li])CCC, predict the reaction product. (3) Given the reactants [C:1]([N:8]([C:21]1[NH:25][C:24]2[C:26]([C@H:41]3[CH2:45][CH2:44][CH2:43][O:42]3)=[C:27]([F:40])[C:28]([C:30]3[CH:31]=[N:32][C:33]([C:36]([OH:39])([CH3:38])[CH3:37])=[N:34][CH:35]=3)=[CH:29][C:23]=2[N:22]=1)[C:9](=[O:20])[N:10]([C:13]([O:15][C:16]([CH3:19])([CH3:18])[CH3:17])=[O:14])[CH2:11][CH3:12])([O:3][C:4]([CH3:7])([CH3:6])[CH3:5])=[O:2].N1C=NN=N1.CC(N([P:58]([O:67][CH2:68][C:69]1[CH:74]=[CH:73][CH:72]=[CH:71][CH:70]=1)[O:59]CC1C=CC=CC=1)C(C)C)C.C1C=C(Cl)C=C(C(OO)=[O:83])C=1, predict the reaction product. The product is: [CH2:68]([O:67][P:58]([OH:59])([O:42][CH2:41][C:26]1[CH:24]=[CH:23][CH:29]=[CH:28][CH:27]=1)=[O:83])[C:69]1[CH:70]=[CH:71][CH:72]=[CH:73][CH:74]=1.[C:1]([N:8]([C:21]1[NH:25][C:24]2[C:26]([C@H:41]3[CH2:45][CH2:44][CH2:43][O:42]3)=[C:27]([F:40])[C:28]([C:30]3[CH:31]=[N:32][C:33]([C:36]([OH:39])([CH3:38])[CH3:37])=[N:34][CH:35]=3)=[CH:29][C:23]=2[N:22]=1)[C:9](=[O:20])[N:10]([C:13]([O:15][C:16]([CH3:17])([CH3:19])[CH3:18])=[O:14])[CH2:11][CH3:12])([O:3][C:4]([CH3:5])([CH3:6])[CH3:7])=[O:2]. (4) Given the reactants Cl.[S:2]1[CH:6]=[C:5]([C:7]2[C:8](=[O:14])[NH:9][C:10](=[O:13])[NH:11][CH:12]=2)[CH:4]=[N:3]1.C([O-])([O-])=O.[K+].[K+].Br[CH2:22][CH2:23][CH:24]([O:27][CH3:28])[O:25][CH3:26].Cl, predict the reaction product. The product is: [CH3:26][O:25][CH:24]([O:27][CH3:28])[CH2:23][CH2:22][N:11]1[CH:12]=[C:7]([C:5]2[CH:4]=[N:3][S:2][CH:6]=2)[C:8](=[O:14])[NH:9][C:10]1=[O:13]. (5) Given the reactants [CH3:1][O:2][N:3]=[C:4]1[C:8]([CH2:13][O:14][S:15]([CH3:18])(=[O:17])=[O:16])([CH2:9][N:10]=[N+]=[N-])[CH2:7][N:6]([CH2:19][C:20]2[CH:25]=[CH:24][CH:23]=[CH:22][CH:21]=2)[CH2:5]1.[H][H], predict the reaction product. The product is: [CH3:1][O:2][N:3]=[C:4]1[C:8]([CH2:13][O:14][S:15]([CH3:18])(=[O:16])=[O:17])([CH2:9][NH2:10])[CH2:7][N:6]([CH2:19][C:20]2[CH:25]=[CH:24][CH:23]=[CH:22][CH:21]=2)[CH2:5]1. (6) Given the reactants [C:1]([NH:9][C:10]1[CH:15]=[CH:14][C:13]([C:16]2[CH:24]=[C:23]3[C:19]([CH2:20][N:21]([C@@H:26]([CH:31]([CH3:33])[CH3:32])[C:27]([O:29][CH3:30])=[O:28])[C:22]3=[O:25])=[CH:18][CH:17]=2)=[CH:12][CH:11]=1)(=[O:8])[C:2]1[CH:7]=[CH:6][CH:5]=[CH:4][CH:3]=1.N[C:35]1[CH:40]=CC(C2C=C3C(CN([C@@H](C(C)C)C(OC)=O)C3=O)=CC=2)=C[CH:36]=1.C(C1C=CC(C(Cl)=O)=CC=1)CC, predict the reaction product. The product is: [CH3:32][CH:31]([CH3:33])[C@H:26]([N:21]1[CH2:20][C:19]2[C:23](=[CH:24][C:16]([C:13]3[CH:12]=[CH:11][C:10]([NH:9][C:1](=[O:8])[C:2]4[CH:3]=[CH:4][C:5]([CH2:36][CH2:35][CH3:40])=[CH:6][CH:7]=4)=[CH:15][CH:14]=3)=[CH:17][CH:18]=2)[C:22]1=[O:25])[C:27]([O:29][CH3:30])=[O:28]. (7) Given the reactants [H-].[Al+3].[Li+].[H-].[H-].[H-].[OH:7][C@H:8]1[CH2:13][CH2:12][C@H:11]([NH:14][C:15](=O)OC(C)(C)C)[CH2:10][CH2:9]1.O.[OH-].[Na+], predict the reaction product. The product is: [CH3:15][NH:14][C@H:11]1[CH2:12][CH2:13][C@H:8]([OH:7])[CH2:9][CH2:10]1.